This data is from Peptide-MHC class I binding affinity with 185,985 pairs from IEDB/IMGT. The task is: Regression. Given a peptide amino acid sequence and an MHC pseudo amino acid sequence, predict their binding affinity value. This is MHC class I binding data. The peptide sequence is LLSAWILTA. The MHC is HLA-B45:01 with pseudo-sequence HLA-B45:01. The binding affinity (normalized) is 0.